From a dataset of Peptide-MHC class II binding affinity with 134,281 pairs from IEDB. Regression. Given a peptide amino acid sequence and an MHC pseudo amino acid sequence, predict their binding affinity value. This is MHC class II binding data. The peptide sequence is GELQIVDKIVAAFKI. The binding affinity (normalized) is 0.609. The MHC is DRB1_0101 with pseudo-sequence DRB1_0101.